Dataset: NCI-60 drug combinations with 297,098 pairs across 59 cell lines. Task: Regression. Given two drug SMILES strings and cell line genomic features, predict the synergy score measuring deviation from expected non-interaction effect. (1) Drug 1: CN(C)C1=NC(=NC(=N1)N(C)C)N(C)C. Drug 2: C1=NC2=C(N=C(N=C2N1C3C(C(C(O3)CO)O)O)F)N. Cell line: UO-31. Synergy scores: CSS=2.50, Synergy_ZIP=0.243, Synergy_Bliss=3.06, Synergy_Loewe=-4.56, Synergy_HSA=0.819. (2) Synergy scores: CSS=-11.1, Synergy_ZIP=3.25, Synergy_Bliss=-2.12, Synergy_Loewe=-8.71, Synergy_HSA=-8.14. Cell line: SK-MEL-28. Drug 2: CS(=O)(=O)OCCCCOS(=O)(=O)C. Drug 1: CNC(=O)C1=CC=CC=C1SC2=CC3=C(C=C2)C(=NN3)C=CC4=CC=CC=N4. (3) Drug 1: CN(CC1=CN=C2C(=N1)C(=NC(=N2)N)N)C3=CC=C(C=C3)C(=O)NC(CCC(=O)O)C(=O)O. Drug 2: C1=NNC2=C1C(=O)NC=N2. Cell line: OVCAR-8. Synergy scores: CSS=41.0, Synergy_ZIP=3.46, Synergy_Bliss=-1.07, Synergy_Loewe=-19.7, Synergy_HSA=-1.41. (4) Drug 1: CS(=O)(=O)C1=CC(=C(C=C1)C(=O)NC2=CC(=C(C=C2)Cl)C3=CC=CC=N3)Cl. Drug 2: C1=NC2=C(N1)C(=S)N=CN2. Cell line: OVCAR-4. Synergy scores: CSS=25.6, Synergy_ZIP=-14.2, Synergy_Bliss=-15.7, Synergy_Loewe=-35.9, Synergy_HSA=-15.6. (5) Drug 1: C1CCC(CC1)NC(=O)N(CCCl)N=O. Drug 2: CN(CC1=CN=C2C(=N1)C(=NC(=N2)N)N)C3=CC=C(C=C3)C(=O)NC(CCC(=O)O)C(=O)O. Cell line: NCI-H460. Synergy scores: CSS=35.9, Synergy_ZIP=-2.38, Synergy_Bliss=-2.65, Synergy_Loewe=-7.90, Synergy_HSA=-1.82. (6) Drug 1: C1=C(C(=O)NC(=O)N1)F. Drug 2: CC1CCC2CC(C(=CC=CC=CC(CC(C(=O)C(C(C(=CC(C(=O)CC(OC(=O)C3CCCCN3C(=O)C(=O)C1(O2)O)C(C)CC4CCC(C(C4)OC)OCCO)C)C)O)OC)C)C)C)OC. Cell line: SNB-75. Synergy scores: CSS=26.8, Synergy_ZIP=-6.64, Synergy_Bliss=-1.05, Synergy_Loewe=3.73, Synergy_HSA=4.25. (7) Drug 1: C1C(C(OC1N2C=C(C(=O)NC2=O)F)CO)O. Drug 2: C1=NC2=C(N=C(N=C2N1C3C(C(C(O3)CO)O)F)Cl)N. Cell line: SN12C. Synergy scores: CSS=38.8, Synergy_ZIP=-6.03, Synergy_Bliss=-2.90, Synergy_Loewe=-4.06, Synergy_HSA=-1.78.